This data is from Reaction yield outcomes from USPTO patents with 853,638 reactions. The task is: Predict the reaction yield, written as a fraction of the theoretical maximum amount of product (1.0 means a 100% yield; for example, 0.34 means a 34% yield). (1) The reactants are C(OC(=O)C(CS(N1CCN(C2C=CC(Br)=CC=2)CC1)(=O)=O)C(C)C)(C)(C)C.Cl.Cl.[Cl:31][C:32]1[CH:37]=[CH:36][C:35]([C:38]2[CH:39]=[CH:40][C:41]([N:44]3[CH2:49][CH2:48][NH:47][CH2:46][CH2:45]3)=[N:42][CH:43]=2)=[CH:34][CH:33]=1.[CH2:50]([C@@H:57]1[CH2:61][O:60][C:59](=[O:62])[N:58]1[C:63](=[O:73])[C@H:64]([CH2:68][S:69](Cl)(=[O:71])=[O:70])[CH:65]([CH3:67])[CH3:66])[C:51]1[CH:56]=[CH:55][CH:54]=[CH:53][CH:52]=1. No catalyst specified. The product is [CH2:50]([C@@H:57]1[CH2:61][O:60][C:59](=[O:62])[N:58]1[C:63](=[O:73])[C@H:64]([CH2:68][S:69]([N:47]1[CH2:46][CH2:45][N:44]([C:41]2[CH:40]=[CH:39][C:38]([C:35]3[CH:34]=[CH:33][C:32]([Cl:31])=[CH:37][CH:36]=3)=[CH:43][N:42]=2)[CH2:49][CH2:48]1)(=[O:71])=[O:70])[CH:65]([CH3:67])[CH3:66])[C:51]1[CH:56]=[CH:55][CH:54]=[CH:53][CH:52]=1. The yield is 0.810. (2) The reactants are [NH:1]1[C:5]2[CH:6]=[CH:7][C:8]([C:10]([N:12]3[C@@H:21]4[C@@H:16]([C:17]5[CH:25]=[CH:24][C:23]([C:26]([OH:28])=O)=[CH:22][C:18]=5[CH2:19][CH2:20]4)[CH2:15][CH2:14][CH2:13]3)=[O:11])=[CH:9][C:4]=2[N:3]=[CH:2]1.[CH3:29][NH:30][CH3:31]. No catalyst specified. The product is [CH3:29][N:30]([CH3:31])[C:26]([C:23]1[CH:24]=[CH:25][C:17]2[C@@H:16]3[C@H:21]([CH2:20][CH2:19][C:18]=2[CH:22]=1)[N:12]([C:10]([C:8]1[CH:7]=[CH:6][C:5]2[NH:1][CH:2]=[N:3][C:4]=2[CH:9]=1)=[O:11])[CH2:13][CH2:14][CH2:15]3)=[O:28]. The yield is 0.200.